From a dataset of Reaction yield outcomes from USPTO patents with 853,638 reactions. Predict the reaction yield, written as a fraction of the theoretical maximum amount of product (1.0 means a 100% yield; for example, 0.34 means a 34% yield). (1) The reactants are [C:1]([C:3]1[CH:8]=[CH:7][CH:6]=[CH:5][C:4]=1[C:9]1[CH:74]=[CH:73][C:12]([O:13][CH2:14][CH2:15][CH2:16][CH2:17][CH2:18][CH2:19][O:20][C:21]2[CH:26]=[CH:25][C:24]([S:27][CH:28]([S:44][C:45]3[CH:50]=[CH:49][C:48]([O:51][CH2:52][CH2:53][CH2:54][CH2:55][CH2:56][CH2:57][O:58][C:59]4[CH:64]=[CH:63][C:62]([C:65]5[CH:70]=[CH:69][CH:68]=[CH:67][C:66]=5[C:71]#[N:72])=[CH:61][CH:60]=4)=[CH:47][CH:46]=3)[CH2:29][O:30][C:31]3[CH:36]=[CH:35][C:34]([S:37][C:38]4[CH:43]=[CH:42][CH:41]=[CH:40][N:39]=4)=[CH:33][CH:32]=3)=[CH:23][CH:22]=2)=[CH:11][CH:10]=1)#[N:2].[CH3:75][I:76]. The catalyst is C(Cl)(Cl)Cl. The product is [I-:76].[C:71]([C:66]1[CH:67]=[CH:68][CH:69]=[CH:70][C:65]=1[C:62]1[CH:63]=[CH:64][C:59]([O:58][CH2:57][CH2:56][CH2:55][CH2:54][CH2:53][CH2:52][O:51][C:48]2[CH:49]=[CH:50][C:45]([S:44][CH:28]([S:27][C:24]3[CH:23]=[CH:22][C:21]([O:20][CH2:19][CH2:18][CH2:17][CH2:16][CH2:15][CH2:14][O:13][C:12]4[CH:11]=[CH:10][C:9]([C:4]5[CH:5]=[CH:6][CH:7]=[CH:8][C:3]=5[C:1]#[N:2])=[CH:74][CH:73]=4)=[CH:26][CH:25]=3)[CH2:29][O:30][C:31]3[CH:36]=[CH:35][C:34]([S:37][C:38]4[CH:43]=[CH:42][CH:41]=[CH:40][N+:39]=4[CH3:75])=[CH:33][CH:32]=3)=[CH:46][CH:47]=2)=[CH:60][CH:61]=1)#[N:72]. The yield is 0.659. (2) The reactants are [CH2:1]([C:3]1[N:4]=[C:5]([C:15]2[C:16]([O:22]C)=[N:17][CH:18]=[CH:19][C:20]=2I)[N:6](O)[C:7]=1[C:8]1[CH:13]=[CH:12][CH:11]=[CH:10][CH:9]=1)[CH3:2].C(N(CC)CC)C.Cl.[NH2:32][CH2:33][C@H:34]([C:36]1[CH:41]=[CH:40][CH:39]=[C:38]([Cl:42])[CH:37]=1)[OH:35]. The catalyst is C(O)(=O)C.Cl.CN(C)C=O. The product is [Cl:42][C:38]1[CH:37]=[C:36]([CH:34]([OH:35])[CH2:33][NH:32][C:20]2[CH:19]=[CH:18][NH:17][C:16](=[O:22])[C:15]=2[C:5]2[NH:6][C:7]([C:8]3[CH:13]=[CH:12][CH:11]=[CH:10][CH:9]=3)=[C:3]([CH2:1][CH3:2])[N:4]=2)[CH:41]=[CH:40][CH:39]=1. The yield is 0.340. (3) The reactants are C[O:2][C:3]([C:5]1[S:6][C:7]([C:26]#[C:27][C:28]([CH3:31])([CH3:30])[CH3:29])=[CH:8][C:9]=1[N:10]1[CH:15]([CH:16]2[CH2:21][CH2:20][CH2:19][CH2:18][CH2:17]2)[CH2:14][CH2:13][C@@H:12]([CH2:22][CH:23]=[CH2:24])[C:11]1=[O:25])=[O:4].B1C2CCCC1CCC2.[OH-:41].[Na+].OO. The catalyst is C1COCC1.CCO. The product is [CH:16]1([CH:15]2[N:10]([C:9]3[CH:8]=[C:7]([C:26]#[C:27][C:28]([CH3:30])([CH3:31])[CH3:29])[S:6][C:5]=3[C:3]([OH:2])=[O:4])[C:11](=[O:25])[C@H:12]([CH2:22][CH2:23][CH2:24][OH:41])[CH2:13][CH2:14]2)[CH2:17][CH2:18][CH2:19][CH2:20][CH2:21]1. The yield is 0.330. (4) The reactants are [Br:1][C:2]1[CH:3]=[C:4]2[C:9](=[CH:10][CH:11]=1)[N:8]=[C:7]([C:12]1[CH:17]=[CH:16][CH:15]=[CH:14][C:13]=1[OH:18])[N:6]=[C:5]2Cl.[OH:20][C@H:21]([CH2:30][CH:31]([CH3:33])[CH3:32])[C:22]([N:24]1[CH2:29][CH2:28][NH:27][CH2:26][CH2:25]1)=[O:23].[CH2:34](N(CC)CC)C. The catalyst is C(Cl)Cl. The product is [Br:1][C:2]1[CH:3]=[C:4]2[C:9](=[CH:10][CH:11]=1)[N:8]=[C:7]([C:12]1[CH:17]=[CH:16][CH:15]=[CH:14][C:13]=1[O:18][CH3:34])[N:6]=[C:5]2[N:27]1[CH2:26][CH2:25][N:24]([C:22](=[O:23])[C@H:21]([OH:20])[CH2:30][CH:31]([CH3:33])[CH3:32])[CH2:29][CH2:28]1. The yield is 0.360. (5) The reactants are [CH3:1][N:2]([CH3:7])[CH2:3][CH2:4][CH2:5][OH:6].CCOC(/N=N/C(OCC)=O)=O.[Br:20][C:21]1[CH:26]=[CH:25][C:24](O)=[CH:23][C:22]=1[CH3:28].C1C=CC(P(C2C=CC=CC=2)C2C=CC=CC=2)=CC=1. The catalyst is C1COCC1. The product is [Br:20][C:21]1[CH:26]=[CH:25][C:24]([O:6][CH2:5][CH2:4][CH2:3][N:2]([CH3:7])[CH3:1])=[CH:23][C:22]=1[CH3:28]. The yield is 0.610. (6) The reactants are CCN(C(C)C)C(C)C.[CH2:10]([O:17][C:18]1[CH:26]=[CH:25][C:21]([C:22]([OH:24])=O)=[CH:20][CH:19]=1)[C:11]1[CH:16]=[CH:15][CH:14]=[CH:13][CH:12]=1.C1C=CC2N(O)N=NC=2C=1.CCN=C=NCCCN(C)C.[NH2:48][CH:49]([CH3:70])[C:50]([N:52]1[CH2:57][CH2:56][N:55]([C:58](=[O:69])[C:59]2[CH:64]=[CH:63][CH:62]=[CH:61][C:60]=2[C:65]([F:68])([F:67])[F:66])[CH2:54][CH2:53]1)=[O:51]. The catalyst is CN(C=O)C.O. The product is [CH2:10]([O:17][C:18]1[CH:19]=[CH:20][C:21]([C:22]([NH:48][CH:49]([CH3:70])[C:50](=[O:51])[N:52]2[CH2:53][CH2:54][N:55]([C:58](=[O:69])[C:59]3[CH:64]=[CH:63][CH:62]=[CH:61][C:60]=3[C:65]([F:66])([F:68])[F:67])[CH2:56][CH2:57]2)=[O:24])=[CH:25][CH:26]=1)[C:11]1[CH:12]=[CH:13][CH:14]=[CH:15][CH:16]=1. The yield is 0.470. (7) The product is [F:51][C:48]1[CH:49]=[CH:50][C:45]([CH2:44][N:41]2[CH2:42][CH2:43][N:39]([C:37]3[S:38][C:34]([C:31]4[CH:32]=[C:5]([CH3:4])[NH:6][N:58]=4)=[C:35]([CH3:53])[N:36]=3)[C:40]2=[O:52])=[CH:46][CH:47]=1. No catalyst specified. The reactants are C([C:4]1SC(N2CCN(CC3C=CC(C(N4CCCCC4)=O)=CC=3)C2=O)=[N:6][C:5]=1C)(=O)C.[C:31]([C:34]1[S:38][C:37]([N:39]2[CH2:43][CH2:42][N:41]([CH2:44][C:45]3[CH:50]=[CH:49][C:48]([F:51])=[CH:47][CH:46]=3)[C:40]2=[O:52])=[N:36][C:35]=1[CH3:53])(=O)[CH3:32].COC(OC)([N:58](C)C)C.O.NN. The yield is 0.460.